Task: Predict the product of the given reaction.. Dataset: Forward reaction prediction with 1.9M reactions from USPTO patents (1976-2016) (1) Given the reactants [F:1][C:2]1[C:7]([C:8]2[C:9](=[O:35])[NH:10][C:11](=[O:34])[N:12]([CH2:14][CH2:15][CH2:16][N:17]3[CH2:22][C:21]4([C:23]5[CH:28]=[CH:27][C:26]([C:29]([F:32])([F:31])[F:30])=[CH:25][CH:24]=5)[C:19]([CH3:33])([CH2:20]4)[CH2:18]3)[N:13]=2)=[CH:6][CH:5]=[CH:4][N:3]=1.[ClH:36].CO, predict the reaction product. The product is: [ClH:36].[ClH:36].[F:1][C:2]1[C:7]([C:8]2[C:9](=[O:35])[NH:10][C:11](=[O:34])[N:12]([CH2:14][CH2:15][CH2:16][N:17]3[CH2:22][C:21]4([C:23]5[CH:28]=[CH:27][C:26]([C:29]([F:32])([F:31])[F:30])=[CH:25][CH:24]=5)[C:19]([CH3:33])([CH2:20]4)[CH2:18]3)[N:13]=2)=[CH:6][CH:5]=[CH:4][N:3]=1. (2) Given the reactants [CH2:1]([C:4]1[C:12]2[O:11][N:10]=[C:9]([C:13]([F:16])([F:15])[F:14])[C:8]=2[CH:7]=[CH:6][C:5]=1[O:17][CH2:18]CCNC)[CH2:2][CH3:3].[O:23]=C(Cl)OC(Cl)(Cl)Cl.C[CH2:32][N:33]([CH2:36]C)[CH2:34][CH3:35].[CH3:38][NH:39][CH3:40], predict the reaction product. The product is: [CH3:38][N:39]([CH3:40])[C:36](=[O:23])[N:33]([CH3:32])[CH2:34][CH2:35][CH2:18][O:17][C:5]1[CH:6]=[CH:7][C:8]2[C:9]([C:13]([F:14])([F:15])[F:16])=[N:10][O:11][C:12]=2[C:4]=1[CH2:1][CH2:2][CH3:3]. (3) The product is: [CH3:11][O:21][C:8]1[C:9]2[O:10][CH2:18][CH2:19][O:1][C:2]=2[CH:3]=[C:4]([CH:5]=[O:6])[CH:7]=1. Given the reactants [OH:1][C:2]1[CH:3]=[C:4]([CH:7]=[CH:8][C:9]=1[OH:10])[CH:5]=[O:6].[C:11]([O-])([O-])=O.[K+].[K+].Br[CH2:18][CH2:19]Br.[OH2:21], predict the reaction product. (4) Given the reactants O[CH:2]1[C:10]2[C:6](=[C:7]([C:13]([NH:15][CH2:16][CH2:17][N:18]3[C:26]4[CH2:25][CH2:24][CH2:23][CH2:22][C:21]=4[C:20]([C:27]([F:30])([F:29])[F:28])=[N:19]3)=[O:14])[S:8][C:9]=2[S:11][CH3:12])[CH2:5][CH2:4][CH2:3]1.FC(F)(F)C(O)=O.C([SiH](CC)CC)C.C(=O)([O-])O.[Na+], predict the reaction product. The product is: [CH3:12][S:11][C:9]1[S:8][C:7]([C:13]([NH:15][CH2:16][CH2:17][N:18]2[C:26]3[CH2:25][CH2:24][CH2:23][CH2:22][C:21]=3[C:20]([C:27]([F:29])([F:28])[F:30])=[N:19]2)=[O:14])=[C:6]2[CH2:5][CH2:4][CH2:3][CH2:2][C:10]=12. (5) Given the reactants [NH2:1][C:2]1[CH:16]=[CH:15][C:5]2[C:6](=[O:14])[NH:7][C:8]3[C:13]([C:4]=2[CH:3]=1)=[CH:12][CH:11]=[CH:10][N:9]=3.Br[CH2:18][CH2:19][C:20]([O:22][CH2:23][CH3:24])=[O:21], predict the reaction product. The product is: [O:14]=[C:6]1[C:5]2[CH:15]=[CH:16][C:2]([NH:1][CH2:18][CH2:19][C:20]([O:22][CH2:23][CH3:24])=[O:21])=[CH:3][C:4]=2[C:13]2[C:8](=[N:9][CH:10]=[CH:11][CH:12]=2)[NH:7]1. (6) Given the reactants [F:1][C:2]1[CH:11]=[CH:10][C:9]([NH:12][CH2:13][C:14]2[CH:19]=[CH:18][C:17]([C:20]#[C:21][C:22]3[CH:27]=[CH:26][CH:25]=[CH:24][CH:23]=3)=[CH:16][CH:15]=2)=[CH:8][C:3]=1[C:4]([O:6][CH3:7])=[O:5].[CH:28](=O)[CH2:29][CH2:30][CH2:31][CH2:32][CH3:33], predict the reaction product. The product is: [F:1][C:2]1[CH:11]=[CH:10][C:9]([N:12]([CH2:28][CH2:29][CH2:30][CH2:31][CH2:32][CH3:33])[CH2:13][C:14]2[CH:19]=[CH:18][C:17]([C:20]#[C:21][C:22]3[CH:23]=[CH:24][CH:25]=[CH:26][CH:27]=3)=[CH:16][CH:15]=2)=[CH:8][C:3]=1[C:4]([O:6][CH3:7])=[O:5]. (7) The product is: [Br:1][C:2]1[CH:9]=[C:6]([CH:7]([NH:15][S:12]([CH2:10][CH3:11])(=[O:14])=[O:13])[CH2:16][CH3:17])[CH:5]=[N:4][CH:3]=1. Given the reactants [Br:1][C:2]1[CH:3]=[N:4][CH:5]=[C:6]([CH:9]=1)[CH:7]=O.[CH2:10]([S:12]([NH2:15])(=[O:14])=[O:13])[CH3:11].[CH2:16]([Mg]Br)[CH3:17].CCOCC.[NH4+].[Cl-], predict the reaction product. (8) The product is: [C:31]([CH2:32][O:24][C:21]1[CH:20]=[CH:19][C:18]([O:17][CH2:16][CH2:15][CH2:14][O:13][C:10]2[CH:9]=[CH:8][C:7]([CH2:6][C@H:5]([O:25][CH3:26])[C:4]([OH:3])=[O:27])=[CH:12][CH:11]=2)=[CH:23][CH:22]=1)([OH:38])=[O:30]. Given the reactants C([O:3][C:4](=[O:27])[C@@H:5]([O:25][CH3:26])[CH2:6][C:7]1[CH:12]=[CH:11][C:10]([O:13][CH2:14][CH2:15][CH2:16][O:17][C:18]2[CH:23]=[CH:22][C:21]([OH:24])=[CH:20][CH:19]=2)=[CH:9][CH:8]=1)C.C([O:30][C:31](=[O:38])[CH2:32]OS(C)(=O)=O)C, predict the reaction product. (9) The product is: [ClH:20].[Br:14][C:11]1[CH:12]=[C:13]2[C:8](=[C:9]([Br:15])[CH:10]=1)[O:7][CH2:6][CH2:5][C@H:4]2[NH2:1]. Given the reactants [N:1]([C@H:4]1[C:13]2[C:8](=[C:9]([Br:15])[CH:10]=[C:11]([Br:14])[CH:12]=2)[O:7][CH2:6][CH2:5]1)=[N+]=[N-].CP(C)C.[ClH:20], predict the reaction product. (10) Given the reactants C(O[C:5](=[O:7])[CH3:6])(=O)C.[OH:8][C:9]([C:11]([F:14])([F:13])[F:12])=[O:10].[F:15][C:16]1[CH:21]=[C:20]([F:22])[CH:19]=[CH:18][C:17]=1[CH:23]([F:44])[CH:24]1[CH2:29][CH2:28][N:27]([C:30]2[N:35]=[C:34]3[CH2:36][NH:37][CH2:38][CH2:39][C:33]3=[N:32][C:31]=2[NH:40][CH:41]([CH3:43])[CH3:42])[CH2:26][CH2:25]1.N1C=CC=CC=1, predict the reaction product. The product is: [F:15][C:16]1[CH:21]=[C:20]([F:22])[CH:19]=[CH:18][C:17]=1[CH:23]([F:44])[CH:24]1[CH2:29][CH2:28][N:27]([C:30]2[N:35]=[C:34]3[CH2:36][N:37]([C:5](=[O:7])[CH3:6])[CH2:38][CH2:39][C:33]3=[N:32][C:31]=2[NH:40][CH:41]([CH3:42])[CH3:43])[CH2:26][CH2:25]1.[C:9]([OH:10])([C:11]([F:14])([F:13])[F:12])=[O:8].